Dataset: Forward reaction prediction with 1.9M reactions from USPTO patents (1976-2016). Task: Predict the product of the given reaction. (1) Given the reactants [F:1][C:2]1[CH:3]=[C:4]2[C:8](=[CH:9][CH:10]=1)[NH:7][C:6]([C:11]([O:13][CH2:14][CH3:15])=[O:12])=[CH:5]2.[H-].[Na+].Br.Br[CH2:20][C:21]1[CH:22]=[N:23][CH:24]=[CH:25][CH:26]=1.C(OCC)C, predict the reaction product. The product is: [F:1][C:2]1[CH:3]=[C:4]2[C:8](=[CH:9][CH:10]=1)[N:7]([CH2:20][C:21]1[CH:22]=[N:23][CH:24]=[CH:25][CH:26]=1)[C:6]([C:11]([O:13][CH2:14][CH3:15])=[O:12])=[CH:5]2. (2) Given the reactants Cl[C:2]1[C:7]([C:8]([NH:10][C:11]2[C:12]([Cl:18])=[N:13][CH:14]=[CH:15][C:16]=2[CH3:17])=[O:9])=[CH:6][CH:5]=[CH:4][N:3]=1.[F-].[K+].[CH:21]1([NH2:24])[CH2:23][CH2:22]1.O, predict the reaction product. The product is: [Cl:18][C:12]1[C:11]([NH:10][C:8]([C:7]2[C:2]([NH:24][CH:21]3[CH2:23][CH2:22]3)=[N:3][CH:4]=[CH:5][CH:6]=2)=[O:9])=[C:16]([CH3:17])[CH:15]=[CH:14][N:13]=1. (3) Given the reactants [Cl:1][C:2]1[CH:12]=[CH:11][C:5]2[CH2:6]C(CO)[O:8][C:4]=2[C:3]=1[C:13]1[CH:18]=[CH:17][CH:16]=[CH:15][C:14]=1[Cl:19].C1(P(C2C=CC=CC=2)C2C=CC=CC=2)C=CC=CC=1.N(C(OCC)=O)=NC(OCC)=O.O[C:52]([CH3:56])([CH3:55])[C:53]#[N:54], predict the reaction product. The product is: [Cl:1][C:2]1[CH:12]=[CH:11][C:5]2[CH2:6][CH:55]([CH:52]([CH3:56])[C:53]#[N:54])[O:8][C:4]=2[C:3]=1[C:13]1[CH:18]=[CH:17][CH:16]=[CH:15][C:14]=1[Cl:19]. (4) The product is: [CH3:19][C:18]1([CH3:20])[C:14]([CH3:13])([CH3:36])[O:15][B:16]([C:21]2[CH:26]=[CH:25][C:24]([C:2]3[CH:7]=[CH:6][C:5]([CH2:8][S:9]([CH3:12])(=[O:11])=[O:10])=[CH:4][CH:3]=3)=[CH:23][CH:22]=2)[O:17]1. Given the reactants Br[C:2]1[CH:7]=[CH:6][C:5]([CH2:8][S:9]([CH3:12])(=[O:11])=[O:10])=[CH:4][CH:3]=1.[CH3:13][C:14]1([CH3:36])[C:18]([CH3:20])([CH3:19])[O:17][B:16]([C:21]2[CH:26]=[CH:25][C:24](B3OC(C)(C)C(C)(C)O3)=[CH:23][CH:22]=2)[O:15]1, predict the reaction product. (5) The product is: [C:22]([C:7]1[C:8]2[C:13](=[CH:12][CH:11]=[C:10]([C:16]3[CH:21]=[CH:20][CH:19]=[CH:18][CH:17]=3)[CH:9]=2)[C:14]([OH:15])=[C:5]([C:3]([NH:24][CH2:25][CH2:26][C:27]([OH:29])=[O:28])=[O:4])[N:6]=1)#[N:23]. Given the reactants CO[C:3]([C:5]1[N:6]=[C:7]([C:22]#[N:23])[C:8]2[C:13]([C:14]=1[OH:15])=[CH:12][CH:11]=[C:10]([C:16]1[CH:21]=[CH:20][CH:19]=[CH:18][CH:17]=1)[CH:9]=2)=[O:4].[NH2:24][CH2:25][CH2:26][C:27]([OH:29])=[O:28].C[O-].[Na+], predict the reaction product.